From a dataset of NCI-60 drug combinations with 297,098 pairs across 59 cell lines. Regression. Given two drug SMILES strings and cell line genomic features, predict the synergy score measuring deviation from expected non-interaction effect. (1) Drug 1: COC1=C2C(=CC3=C1OC=C3)C=CC(=O)O2. Drug 2: CC1CCCC2(C(O2)CC(NC(=O)CC(C(C(=O)C(C1O)C)(C)C)O)C(=CC3=CSC(=N3)C)C)C. Cell line: UO-31. Synergy scores: CSS=28.1, Synergy_ZIP=-8.79, Synergy_Bliss=-0.491, Synergy_Loewe=-43.7, Synergy_HSA=-2.27. (2) Drug 1: C1CCN(CC1)CCOC2=CC=C(C=C2)C(=O)C3=C(SC4=C3C=CC(=C4)O)C5=CC=C(C=C5)O. Drug 2: CN1CCC(CC1)COC2=C(C=C3C(=C2)N=CN=C3NC4=C(C=C(C=C4)Br)F)OC. Cell line: HS 578T. Synergy scores: CSS=-15.2, Synergy_ZIP=6.16, Synergy_Bliss=0.524, Synergy_Loewe=-9.93, Synergy_HSA=-9.85. (3) Drug 1: CC1=C(C(=CC=C1)Cl)NC(=O)C2=CN=C(S2)NC3=CC(=NC(=N3)C)N4CCN(CC4)CCO. Drug 2: CN(CCCl)CCCl.Cl. Cell line: SF-539. Synergy scores: CSS=20.9, Synergy_ZIP=-5.60, Synergy_Bliss=4.68, Synergy_Loewe=-0.428, Synergy_HSA=4.73. (4) Drug 1: COC1=NC(=NC2=C1N=CN2C3C(C(C(O3)CO)O)O)N. Drug 2: C1CC(=O)NC(=O)C1N2C(=O)C3=CC=CC=C3C2=O. Cell line: HOP-92. Synergy scores: CSS=-0.255, Synergy_ZIP=8.49, Synergy_Bliss=5.94, Synergy_Loewe=3.51, Synergy_HSA=1.73. (5) Drug 1: CC1=C2C(C(=O)C3(C(CC4C(C3C(C(C2(C)C)(CC1OC(=O)C(C(C5=CC=CC=C5)NC(=O)OC(C)(C)C)O)O)OC(=O)C6=CC=CC=C6)(CO4)OC(=O)C)OC)C)OC. Drug 2: C1CN(CCN1C(=O)CCBr)C(=O)CCBr. Cell line: NCI-H522. Synergy scores: CSS=37.8, Synergy_ZIP=-14.6, Synergy_Bliss=-14.7, Synergy_Loewe=-10.7, Synergy_HSA=-9.42. (6) Drug 1: CC1=CC=C(C=C1)C2=CC(=NN2C3=CC=C(C=C3)S(=O)(=O)N)C(F)(F)F. Drug 2: CC(C)CN1C=NC2=C1C3=CC=CC=C3N=C2N. Cell line: HCT116. Synergy scores: CSS=3.51, Synergy_ZIP=-2.15, Synergy_Bliss=-3.30, Synergy_Loewe=-0.685, Synergy_HSA=-2.03. (7) Drug 1: CC1C(C(CC(O1)OC2CC(CC3=C2C(=C4C(=C3O)C(=O)C5=C(C4=O)C(=CC=C5)OC)O)(C(=O)C)O)N)O.Cl. Drug 2: C1=NC2=C(N=C(N=C2N1C3C(C(C(O3)CO)O)O)F)N. Cell line: TK-10. Synergy scores: CSS=9.12, Synergy_ZIP=-6.63, Synergy_Bliss=-4.91, Synergy_Loewe=-11.5, Synergy_HSA=-5.38. (8) Drug 1: CCC(=C(C1=CC=CC=C1)C2=CC=C(C=C2)OCCN(C)C)C3=CC=CC=C3.C(C(=O)O)C(CC(=O)O)(C(=O)O)O. Drug 2: CC1=C2C(C(=O)C3(C(CC4C(C3C(C(C2(C)C)(CC1OC(=O)C(C(C5=CC=CC=C5)NC(=O)OC(C)(C)C)O)O)OC(=O)C6=CC=CC=C6)(CO4)OC(=O)C)O)C)O. Cell line: BT-549. Synergy scores: CSS=36.6, Synergy_ZIP=22.5, Synergy_Bliss=21.8, Synergy_Loewe=21.0, Synergy_HSA=23.0.